Dataset: Catalyst prediction with 721,799 reactions and 888 catalyst types from USPTO. Task: Predict which catalyst facilitates the given reaction. Reactant: [C:1]1([C:8]2[CH:13]=[CH:12][CH:11]=[CH:10][CH:9]=2)[CH:6]=[CH:5][C:4]([OH:7])=[CH:3][CH:2]=1.[Br:14][CH2:15][CH2:16][CH2:17]Br.C([O-])([O-])=O.[Cs+].[Cs+]. Product: [Br:14][CH2:15][CH2:16][CH2:17][O:7][C:4]1[CH:3]=[CH:2][C:1]([C:8]2[CH:13]=[CH:12][CH:11]=[CH:10][CH:9]=2)=[CH:6][CH:5]=1. The catalyst class is: 10.